Dataset: Catalyst prediction with 721,799 reactions and 888 catalyst types from USPTO. Task: Predict which catalyst facilitates the given reaction. (1) Reactant: [CH2:1]([O:8][C:9]1[C:17](OC2CCCCC2)=[CH:16][C:12]([C:13]([OH:15])=O)=[CH:11][C:10]=1[Cl:25])[C:2]1C=CC=CC=1.C(Cl)(=O)C([Cl:29])=O.CN(C=O)C.[NH2:37][C:38]1[CH:50]=[CH:49][C:41]([C:42]([O:44][C:45]([CH3:48])([CH3:47])[CH3:46])=[O:43])=[C:40]([O:51][CH3:52])[CH:39]=1. Product: [Cl:29][C:17]1[CH:16]=[C:12]([CH:11]=[C:10]([Cl:25])[C:9]=1[O:8][CH2:1][CH3:2])[C:13]([NH:37][C:38]1[CH:50]=[CH:49][C:41]([C:42]([O:44][C:45]([CH3:47])([CH3:48])[CH3:46])=[O:43])=[C:40]([O:51][CH3:52])[CH:39]=1)=[O:15]. The catalyst class is: 2. (2) Product: [O:19]=[S:16]1(=[O:20])[CH2:17][CH2:18][CH:14]([C:5]2[C:4]3[C:8](=[C:9]([C:11]([NH2:13])=[O:12])[CH:10]=[C:2]([C:29]4[CH:30]=[C:31]([CH2:34][N:35]5[CH2:41][CH2:40][CH2:39][CH2:38]5)[S:32][CH:33]=4)[CH:3]=3)[NH:7][CH:6]=2)[CH2:15]1. The catalyst class is: 117. Reactant: Br[C:2]1[CH:3]=[C:4]2[C:8](=[C:9]([C:11]([NH2:13])=[O:12])[CH:10]=1)[NH:7][CH:6]=[C:5]2[CH:14]1[CH2:18][CH2:17][S:16](=[O:20])(=[O:19])[CH2:15]1.CC1(C)C(C)(C)OB([C:29]2[CH:30]=[C:31]([CH2:34][N:35]3[CH2:41][CH2:40][CH2:39][CH2:38]CC3)[S:32][CH:33]=2)O1.C(=O)([O-])[O-].[K+].[K+]. (3) Reactant: N=C=N.[CH3:4][N:5]([C:9]1[S:13][CH:12]=[N:11][CH:10]=1)[CH2:6][CH2:7][NH2:8].[Cl:14][C:15]1[CH:16]=[C:17]([C:21]#[C:22][C:23](O)=[O:24])[CH:18]=[CH:19][CH:20]=1. Product: [Cl:14][C:15]1[CH:16]=[C:17]([C:21]#[C:22][C:23]([NH:8][CH2:7][CH2:6][N:5]([CH3:4])[C:9]2[S:13][CH:12]=[N:11][CH:10]=2)=[O:24])[CH:18]=[CH:19][CH:20]=1. The catalyst class is: 2. (4) Reactant: [C:1]1([CH:7]2[NH:12][C:11](=O)[CH2:10][CH2:9][CH2:8]2)[CH:6]=[CH:5][CH:4]=[CH:3][CH:2]=1.O(C)S(C(F)(F)F)(=O)=O.[NH2:23][NH2:24].C(OCC)C. Product: [C:1]1([CH:7]2[NH:12]/[C:11](=[N:23]\[NH2:24])/[CH2:10][CH2:9][CH2:8]2)[CH:6]=[CH:5][CH:4]=[CH:3][CH:2]=1. The catalyst class is: 61. (5) Reactant: [O:1]1[CH:5]=[CH:4][C:3]([C@@H:6]([C:23]2[CH:28]=[CH:27][CH:26]=[C:25]([O:29][CH2:30][C:31]3[CH:36]=[CH:35][CH:34]=[CH:33][CH:32]=3)[CH:24]=2)[CH2:7][C:8](N2[C@H](CC3C=CC=CC=3)COC2=O)=[O:9])=[N:2]1.[OH:37]O.[Li+].[OH-].Cl. Product: [O:1]1[CH:5]=[CH:4][C:3]([C@@H:6]([C:23]2[CH:28]=[CH:27][CH:26]=[C:25]([O:29][CH2:30][C:31]3[CH:36]=[CH:35][CH:34]=[CH:33][CH:32]=3)[CH:24]=2)[CH2:7][C:8]([OH:9])=[O:37])=[N:2]1. The catalyst class is: 20. (6) Reactant: F[C:2]1[CH:19]=[CH:18][C:5]([C:6]([N:8]2[CH2:12][CH2:11][C@H:10]([N:13]3[CH2:17][CH2:16][CH2:15][CH2:14]3)[CH2:9]2)=[O:7])=[CH:4][CH:3]=1.[CH:20]1[C:25]([OH:26])=[CH:24][CH:23]=[CH:22][C:21]=1[CH3:27].C(=O)([O-])[O-].[K+].[K+].[Cl:34]CCl. Product: [ClH:34].[CH3:27][C:21]1[CH:20]=[C:25]([CH:24]=[CH:23][CH:22]=1)[O:26][C:2]1[CH:19]=[CH:18][C:5]([C:6]([N:8]2[CH2:12][CH2:11][C@H:10]([N:13]3[CH2:17][CH2:16][CH2:15][CH2:14]3)[CH2:9]2)=[O:7])=[CH:4][CH:3]=1. The catalyst class is: 9. (7) Reactant: [Br:1][C:2]1[CH:7]=[C:6]([F:8])[C:5]([F:9])=[CH:4][C:3]=1[CH2:10][OH:11].[C:12]([Si:16](Cl)([CH3:18])[CH3:17])([CH3:15])([CH3:14])[CH3:13].N1C=CN=C1. Product: [Br:1][C:2]1[CH:7]=[C:6]([F:8])[C:5]([F:9])=[CH:4][C:3]=1[CH2:10][O:11][Si:16]([C:12]([CH3:15])([CH3:14])[CH3:13])([CH3:18])[CH3:17]. The catalyst class is: 3. (8) Reactant: [C:1]([O:5][C:6]([NH:8][C@H:9]1[CH2:13][CH2:12][C:11]([C:18]([OH:21])([CH3:20])[CH3:19])([C:14]([O:16]C)=[O:15])[CH2:10]1)=[O:7])([CH3:4])([CH3:3])[CH3:2].CO.O.O.[OH-].[Li+]. Product: [C:1]([O:5][C:6]([NH:8][C@H:9]1[CH2:13][CH2:12][C:11]([C:18]([OH:21])([CH3:20])[CH3:19])([C:14]([OH:16])=[O:15])[CH2:10]1)=[O:7])([CH3:4])([CH3:2])[CH3:3]. The catalyst class is: 1. (9) Reactant: [Cl:1][C:2]1[CH:7]=[C:6]([Cl:8])[CH:5]=[CH:4][C:3]=1[O:9][C:10]1[CH:15]=[CH:14][CH:13]=[CH:12][C:11]=1[N+:16]([O-])=O.CCO.[Cl-].[NH4+]. Product: [Cl:1][C:2]1[CH:7]=[C:6]([Cl:8])[CH:5]=[CH:4][C:3]=1[O:9][C:10]1[CH:15]=[CH:14][CH:13]=[CH:12][C:11]=1[NH2:16]. The catalyst class is: 150.